This data is from Peptide-MHC class I binding affinity with 185,985 pairs from IEDB/IMGT. The task is: Regression. Given a peptide amino acid sequence and an MHC pseudo amino acid sequence, predict their binding affinity value. This is MHC class I binding data. (1) The peptide sequence is EKPPVRPIF. The MHC is HLA-A69:01 with pseudo-sequence HLA-A69:01. The binding affinity (normalized) is 0.0847. (2) The peptide sequence is KLYEELCDL. The MHC is HLA-A02:06 with pseudo-sequence HLA-A02:06. The binding affinity (normalized) is 0.558. (3) The peptide sequence is SEVKFKYVL. The MHC is HLA-A31:01 with pseudo-sequence HLA-A31:01. The binding affinity (normalized) is 0.0847. (4) The peptide sequence is DYPYRLWHY. The MHC is HLA-A29:02 with pseudo-sequence HLA-A29:02. The binding affinity (normalized) is 0.121. (5) The peptide sequence is QEVAVLGSQE. The MHC is HLA-B44:03 with pseudo-sequence HLA-B44:03. The binding affinity (normalized) is 0.315. (6) The peptide sequence is LLADGLAKA. The MHC is HLA-A02:11 with pseudo-sequence HLA-A02:11. The binding affinity (normalized) is 1.00. (7) The peptide sequence is RRWRRLTVC. The MHC is HLA-A30:01 with pseudo-sequence HLA-A30:01. The binding affinity (normalized) is 0.213. (8) The peptide sequence is FQAGMRLYF. The MHC is HLA-A11:01 with pseudo-sequence HLA-A11:01. The binding affinity (normalized) is 0.0847.